This data is from Peptide-MHC class I binding affinity with 185,985 pairs from IEDB/IMGT. The task is: Regression. Given a peptide amino acid sequence and an MHC pseudo amino acid sequence, predict their binding affinity value. This is MHC class I binding data. (1) The peptide sequence is LADVCNWTY. The MHC is HLA-B07:02 with pseudo-sequence HLA-B07:02. The binding affinity (normalized) is 0.0847. (2) The peptide sequence is TIDNIVTSLA. The MHC is HLA-A68:02 with pseudo-sequence HLA-A68:02. The binding affinity (normalized) is 0.